From a dataset of Catalyst prediction with 721,799 reactions and 888 catalyst types from USPTO. Predict which catalyst facilitates the given reaction. (1) Reactant: C(O)(=O)C.Cl.[F:6][C:7]1[CH:24]=[CH:23][C:10]([CH2:11][C:12]2[C:21]3[C:16](=[CH:17][CH:18]=[CH:19][CH:20]=3)[C:15](=[O:22])[NH:14][N:13]=2)=[CH:9][C:8]=1[P:25]1(=[O:31])[CH2:30][CH2:29][NH:28][CH2:27][CH2:26]1.C(O[C:35]1(O[Si](C)(C)C)[CH2:37][CH2:36]1)C.[BH3-]C#N.[Na+]. Product: [CH:35]1([N:28]2[CH2:29][CH2:30][P:25]([C:8]3[CH:9]=[C:10]([CH:23]=[CH:24][C:7]=3[F:6])[CH2:11][C:12]3[C:21]4[C:16](=[CH:17][CH:18]=[CH:19][CH:20]=4)[C:15](=[O:22])[NH:14][N:13]=3)(=[O:31])[CH2:26][CH2:27]2)[CH2:37][CH2:36]1. The catalyst class is: 5. (2) Reactant: [H-].[Na+].[CH3:3][N:4]1[CH2:8][CH2:7][C@@H:6]([OH:9])[CH2:5]1.[CH:10]([CH:13]1[C:18]2[N:19]=[CH:20][NH:21][C:17]=2[CH2:16][CH2:15][N:14]1[C:22](OCC(Cl)(Cl)Cl)=[O:23])([CH3:12])[CH3:11]. Product: [CH:10]([CH:13]1[C:18]2[N:19]=[CH:20][NH:21][C:17]=2[CH2:16][CH2:15][N:14]1[C:22]([O:9][C@@H:6]1[CH2:7][CH2:8][N:4]([CH3:3])[CH2:5]1)=[O:23])([CH3:12])[CH3:11]. The catalyst class is: 1. (3) Product: [F:1][C:2]1[CH:7]=[C:6]([CH3:8])[CH:5]=[CH:4][C:3]=1[NH:9][S:10]([C:13]1[CH:18]=[CH:17][C:16]([C:19]2[CH:20]=[C:21]3[N:27]=[C:26]([CH2:28][CH2:29][CH:30]4[CH2:36][CH2:35][CH2:34][CH2:33][C:32](=[S:47])[NH:31]4)[NH:25][C:22]3=[N:23][CH:24]=2)=[CH:15][CH:14]=1)(=[O:12])=[O:11]. The catalyst class is: 12. Reactant: [F:1][C:2]1[CH:7]=[C:6]([CH3:8])[CH:5]=[CH:4][C:3]=1[NH:9][S:10]([C:13]1[CH:18]=[CH:17][C:16]([C:19]2[CH:20]=[C:21]3[N:27]=[C:26]([CH2:28][CH2:29][CH:30]4[CH2:36][CH2:35][CH2:34][CH2:33][C:32](=O)[NH:31]4)[NH:25][C:22]3=[N:23][CH:24]=2)=[CH:15][CH:14]=1)(=[O:12])=[O:11].COC1C=CC(P2(SP(C3C=CC(OC)=CC=3)(=S)S2)=[S:47])=CC=1. (4) Reactant: [NH2:1][C:2]1[CH:3]=[C:4]([CH:7]=[C:8]([N:11]2[CH2:16][CH2:15][C@@H:14]([NH2:17])[C@H:13]([O:18][Si:19]([C:22]([CH3:25])([CH3:24])[CH3:23])([CH3:21])[CH3:20])[CH2:12]2)[C:9]=1[Cl:10])[C:5]#[N:6].C(N(CC)CC)C.[CH3:33][O:34][C:35](O[C:35]([O:34][CH3:33])=[O:36])=[O:36]. Product: [NH2:1][C:2]1[C:9]([Cl:10])=[C:8]([N:11]2[CH2:16][CH2:15][C@@H:14]([NH:17][C:35](=[O:36])[O:34][CH3:33])[C@H:13]([O:18][Si:19]([C:22]([CH3:25])([CH3:24])[CH3:23])([CH3:20])[CH3:21])[CH2:12]2)[CH:7]=[C:4]([C:5]#[N:6])[CH:3]=1. The catalyst class is: 4. (5) Reactant: CN(C(ON1N=NC2C=CC=NC1=2)=[N+](C)C)C.F[P-](F)(F)(F)(F)F.[F:25][C:26]1([F:44])[CH2:31][NH:30][CH2:29][C:28]2([CH2:36][CH2:35][N:34]([C:37]([O:39][C:40]([CH3:43])([CH3:42])[CH3:41])=[O:38])[CH2:33][CH2:32]2)[O:27]1.[CH3:45][C:46]1[S:50][C:49]([C:51](O)=[O:52])=[CH:48][CH:47]=1.C(N(CC)CC)C. Product: [F:44][C:26]1([F:25])[CH2:31][N:30]([C:51]([C:49]2[S:50][C:46]([CH3:45])=[CH:47][CH:48]=2)=[O:52])[CH2:29][C:28]2([CH2:32][CH2:33][N:34]([C:37]([O:39][C:40]([CH3:41])([CH3:43])[CH3:42])=[O:38])[CH2:35][CH2:36]2)[O:27]1. The catalyst class is: 3. (6) Reactant: [CH2:1]([O:5][C:6]([N:8]1[CH2:13][CH2:12][N:11]([C:14](=[O:43])[CH2:15][NH:16][C:17]([C:19]2[CH:23]=[C:22]([O:24][C@@H:25]([C:27]([O:29]CC3C=CC=CC=3)=[O:28])[CH3:26])[N:21]([C:37]3[CH:42]=[CH:41][CH:40]=[CH:39][CH:38]=3)[N:20]=2)=[O:18])[CH2:10][CH2:9]1)=[O:7])[CH2:2][CH2:3][CH3:4]. Product: [CH2:1]([O:5][C:6]([N:8]1[CH2:13][CH2:12][N:11]([C:14](=[O:43])[CH2:15][NH:16][C:17]([C:19]2[CH:23]=[C:22]([O:24][C@@H:25]([C:27]([OH:29])=[O:28])[CH3:26])[N:21]([C:37]3[CH:38]=[CH:39][CH:40]=[CH:41][CH:42]=3)[N:20]=2)=[O:18])[CH2:10][CH2:9]1)=[O:7])[CH2:2][CH2:3][CH3:4]. The catalyst class is: 78.